From a dataset of CYP2C9 substrate classification data from Carbon-Mangels et al.. Regression/Classification. Given a drug SMILES string, predict its absorption, distribution, metabolism, or excretion properties. Task type varies by dataset: regression for continuous measurements (e.g., permeability, clearance, half-life) or binary classification for categorical outcomes (e.g., BBB penetration, CYP inhibition). Dataset: cyp2c9_substrate_carbonmangels. (1) The compound is CCn1cc(C(=O)O)c(=O)c2cc(F)c(N3CCN[C@H](C)C3)c(F)c21. The result is 0 (non-substrate). (2) The compound is COc1ccc2c3c1O[C@H]1C(=O)CC[C@@]4(O)[C@@H](C2)N(C)CC[C@]314. The result is 0 (non-substrate). (3) The result is 0 (non-substrate). The molecule is COc1ccc2c3c1O[C@H]1C(=O)CC[C@H]4[C@@H](C2)N(C)CC[C@]314.